This data is from Reaction yield outcomes from USPTO patents with 853,638 reactions. The task is: Predict the reaction yield, written as a fraction of the theoretical maximum amount of product (1.0 means a 100% yield; for example, 0.34 means a 34% yield). (1) The catalyst is CC(N(C)C)=O. The product is [CH2:6]([O:5][C:3]([C:2]1[C:1](=[O:9])[N:17]([CH3:16])[C:18]2[C:19]([C:20]=1[OH:21])=[CH:25][CH:26]=[CH:27][CH:28]=2)=[O:4])[CH3:7]. The reactants are [C:1]([O:9]CC)(=O)[CH2:2][C:3]([O:5][CH2:6][CH3:7])=[O:4].[H-].[Na+].[H][H].[CH3:16][N:17]1C(=O)O[C:20](=[O:21])[C:19]2=[CH:25][CH:26]=[CH:27][CH:28]=[C:18]12.Cl. The yield is 0.670. (2) The reactants are [NH:1]1[CH2:7][CH2:6][CH2:5][CH2:4][C:3]2[CH:8]=[CH:9][CH:10]=[CH:11][C:2]1=2.[N+:12]([O-])([O-:14])=[O:13].[K+].N. The catalyst is OS(O)(=O)=O. The product is [N+:12]([C:10]1[CH:9]=[CH:8][C:3]2[CH2:4][CH2:5][CH2:6][CH2:7][NH:1][C:2]=2[CH:11]=1)([O-:14])=[O:13]. The yield is 0.510. (3) The reactants are Br[C:2]1[CH:7]=[C:6]([N+:8]([O-:10])=[O:9])[CH:5]=[CH:4][C:3]=1[N:11]1[CH2:16][CH2:15][O:14][CH2:13][CH2:12]1.[C:17]([C:19]1[CH:20]=[C:21]([NH:25][C:26](=[O:32])[O:27][C:28]([CH3:31])([CH3:30])[CH3:29])[CH:22]=[CH:23][CH:24]=1)#[CH:18].C(N(CC)C(C)C)(C)C. The catalyst is CN(C)C=O.C(OCC)(=O)C.Cl[Pd](Cl)([P](C1C=CC=CC=1)(C1C=CC=CC=1)C1C=CC=CC=1)[P](C1C=CC=CC=1)(C1C=CC=CC=1)C1C=CC=CC=1. The product is [N:11]1([C:3]2[CH:4]=[CH:5][C:6]([N+:8]([O-:10])=[O:9])=[CH:7][C:2]=2[C:18]#[C:17][C:19]2[CH:20]=[C:21]([NH:25][C:26](=[O:32])[O:27][C:28]([CH3:30])([CH3:29])[CH3:31])[CH:22]=[CH:23][CH:24]=2)[CH2:16][CH2:15][O:14][CH2:13][CH2:12]1. The yield is 0.700. (4) The reactants are Br[C:2]1[CH:7]=[CH:6][N:5]2[CH:8]=[CH:9][N:10]=[C:4]2[CH:3]=1.BrC1C=CN=C(N)C=1.[CH3:19][N:20]1[C:24](B2OC(C)(C)C(C)(C)O2)=[CH:23][CH:22]=[N:21]1.C(=O)([O-])[O-].[K+].[K+]. The catalyst is C(O)C.C1(C)C=CC=CC=1.O.CC(C)([P](C(C)(C)C)([Pd][P](C(C)(C)C)(C(C)(C)C)C(C)(C)C)C(C)(C)C)C. The product is [CH3:19][N:20]1[C:24]([C:2]2[CH:7]=[CH:6][N:5]3[CH:8]=[CH:9][N:10]=[C:4]3[CH:3]=2)=[CH:23][CH:22]=[N:21]1. The yield is 0.700. (5) The reactants are [SH:1][C:2]1[N:3]=[C:4]([N:16]2[CH2:21][CH2:20][O:19][CH2:18][CH2:17]2)[C:5]2[CH2:6][CH2:7][C:8]([CH3:15])([CH3:14])[CH2:9][C:10]=2[C:11]=1[C:12]#[N:13].C(=O)([O-])[O-].[K+].[K+].Cl[CH2:29][C:30]([NH2:32])=[O:31]. The catalyst is C(O)C. The product is [NH2:13][C:12]1[C:11]2[C:10]3[CH2:9][C:8]([CH3:15])([CH3:14])[CH2:7][CH2:6][C:5]=3[C:4]([N:16]3[CH2:17][CH2:18][O:19][CH2:20][CH2:21]3)=[N:3][C:2]=2[S:1][C:29]=1[C:30]([NH2:32])=[O:31]. The yield is 0.740.